From a dataset of Forward reaction prediction with 1.9M reactions from USPTO patents (1976-2016). Predict the product of the given reaction. (1) Given the reactants [F:1][C:2]([F:17])([C:6]1[CH:11]=[CH:10][CH:9]=[C:8]([O:12][CH2:13][CH2:14][O:15][CH3:16])[CH:7]=1)[C:3]([OH:5])=O.P(Cl)(Cl)(Cl)=O.Cl.[NH2:24][CH2:25][C:26]1[CH:27]=[C:28]2[C:32](=[CH:33][CH:34]=1)[C:31](=[O:35])[N:30]([CH:36]1[CH2:41][CH2:40][C:39](=[O:42])[NH:38][C:37]1=[O:43])[CH2:29]2.C(=O)(O)[O-].[Na+], predict the reaction product. The product is: [O:43]=[C:37]1[CH:36]([N:30]2[CH2:29][C:28]3[C:32](=[CH:33][CH:34]=[C:26]([CH2:25][NH:24][C:3](=[O:5])[C:2]([F:1])([F:17])[C:6]4[CH:11]=[CH:10][CH:9]=[C:8]([O:12][CH2:13][CH2:14][O:15][CH3:16])[CH:7]=4)[CH:27]=3)[C:31]2=[O:35])[CH2:41][CH2:40][C:39](=[O:42])[NH:38]1. (2) The product is: [Cl:1][C:2]1[CH:24]=[CH:23][C:5]([CH2:6][N:7]2[C:15]3[C:14](=[O:16])[N:13]([CH2:26][CH2:27][C:28]4([OH:31])[CH2:30][CH2:29]4)[C:12](=[O:17])[N:11]([CH3:18])[C:10]=3[N:9]=[C:8]2[S:19][CH2:20][CH2:21][CH3:22])=[CH:4][CH:3]=1. Given the reactants [Cl:1][C:2]1[CH:24]=[CH:23][C:5]([CH2:6][N:7]2[C:15]3[C:14](=[O:16])[NH:13][C:12](=[O:17])[N:11]([CH3:18])[C:10]=3[N:9]=[C:8]2[S:19][CH2:20][CH2:21][CH3:22])=[CH:4][CH:3]=1.Br[CH2:26][CH2:27][C:28]1([OH:31])[CH2:30][CH2:29]1.C(=O)([O-])[O-].[K+].[K+], predict the reaction product. (3) Given the reactants C([Li])CCC.CCCCCC.C(NC(C)C)(C)C.[O:19]1[CH2:21][C@@H:20]1[CH2:22][CH2:23][C:24]([O:26][CH3:27])=[O:25].Cl, predict the reaction product. The product is: [OH:19][CH2:21][C@H:20]1[CH2:22][C@@H:23]1[C:24]([O:26][CH3:27])=[O:25]. (4) Given the reactants [CH2:1]([O:3][C:4]([N:6]1[CH2:11][CH2:10][N:9]([C:12]([CH:14]([NH:28][C:29]([C:31]2[CH:40]=[C:39]([O:41][CH2:42][C:43]([O:45]C(C)(C)C)=[O:44])[C:38]3[C:33](=[CH:34][CH:35]=[CH:36][CH:37]=3)[N:32]=2)=[O:30])[CH2:15][CH2:16][C:17]([O:19][CH2:20][C:21]([O:23]C(C)(C)C)=[O:22])=[O:18])=[O:13])[CH2:8][CH2:7]1)=[O:5])[CH3:2].FC(F)(F)C(O)=O.C([O-])(O)=O.[Na+], predict the reaction product. The product is: [CH2:1]([O:3][C:4]([N:6]1[CH2:7][CH2:8][N:9]([C:12]([CH:14]([NH:28][C:29]([C:31]2[CH:40]=[C:39]([O:41][CH2:42][C:43]([OH:45])=[O:44])[C:38]3[C:33](=[CH:34][CH:35]=[CH:36][CH:37]=3)[N:32]=2)=[O:30])[CH2:15][CH2:16][C:17]([O:19][CH2:20][C:21]([OH:23])=[O:22])=[O:18])=[O:13])[CH2:10][CH2:11]1)=[O:5])[CH3:2].